From a dataset of Reaction yield outcomes from USPTO patents with 853,638 reactions. Predict the reaction yield, written as a fraction of the theoretical maximum amount of product (1.0 means a 100% yield; for example, 0.34 means a 34% yield). (1) The reactants are [CH3:1][O:2][C:3](=[O:12])[C:4]1[CH:9]=[CH:8][C:7]([Cl:10])=[C:6]([NH2:11])[CH:5]=1.C(N(CC)CC)C.[CH2:20]([O:27][CH2:28][C:29](Cl)=[O:30])[C:21]1[CH:26]=[CH:25][CH:24]=[CH:23][CH:22]=1. The catalyst is C(Cl)Cl. The product is [CH3:1][O:2][C:3](=[O:12])[C:4]1[CH:9]=[CH:8][C:7]([Cl:10])=[C:6]([NH:11][C:29](=[O:30])[CH2:28][O:27][CH2:20][C:21]2[CH:26]=[CH:25][CH:24]=[CH:23][CH:22]=2)[CH:5]=1. The yield is 0.310. (2) The reactants are [NH2:1][C:2]1[CH:10]=[C:9]([O:11][CH3:12])[CH:8]=[C:7]([O:13][CH3:14])[C:3]=1[C:4]([NH2:6])=[O:5].[CH2:15]([O:17][C:18](=[O:29])[CH2:19][CH2:20][C:21]1[CH:26]=[CH:25][C:24]([CH:27]=O)=[CH:23][CH:22]=1)[CH3:16].S(=O)(O)[O-].[Na+].C1(C)C=CC(S(O)(=O)=O)=CC=1. The catalyst is O.CN(C)C(=O)C. The product is [CH2:15]([O:17][C:18](=[O:29])[CH2:19][CH2:20][C:21]1[CH:22]=[CH:23][C:24]([C:27]2[NH:6][C:4](=[O:5])[C:3]3[C:2](=[CH:10][C:9]([O:11][CH3:12])=[CH:8][C:7]=3[O:13][CH3:14])[N:1]=2)=[CH:25][CH:26]=1)[CH3:16]. The yield is 0.970.